This data is from Forward reaction prediction with 1.9M reactions from USPTO patents (1976-2016). The task is: Predict the product of the given reaction. (1) Given the reactants [OH:1][C@H:2]1[CH2:7][CH2:6][CH2:5][C@@H:4]([NH:8][C:9]2[C:14]([C:15]([NH2:17])=[O:16])=[CH:13][N:12]=[C:11](S(C)(=O)=O)[N:10]=2)[CH2:3]1.Cl.[CH3:23][C:24]1([NH2:30])[CH2:29][CH2:28][O:27][CH2:26][CH2:25]1.CCN(C(C)C)C(C)C, predict the reaction product. The product is: [OH:1][C@H:2]1[CH2:7][CH2:6][CH2:5][C@@H:4]([NH:8][C:9]2[C:14]([C:15]([NH2:17])=[O:16])=[CH:13][N:12]=[C:11]([NH:30][C:24]3([CH3:23])[CH2:29][CH2:28][O:27][CH2:26][CH2:25]3)[N:10]=2)[CH2:3]1. (2) Given the reactants Br[C:2]1[CH:3]=[CH:4][C:5]([F:20])=[C:6]([C:8]2[CH:13]=[CH:12][C:11]([S:14]([CH2:17][CH3:18])(=[O:16])=[O:15])=[CH:10][C:9]=2[F:19])[CH:7]=1.[B:21]1([B:21]2[O:25][C:24]([CH3:27])([CH3:26])[C:23]([CH3:29])([CH3:28])[O:22]2)[O:25][C:24]([CH3:27])([CH3:26])[C:23]([CH3:29])([CH3:28])[O:22]1, predict the reaction product. The product is: [CH2:17]([S:14]([C:11]1[CH:12]=[CH:13][C:8]([C:6]2[C:5]([F:20])=[CH:4][CH:3]=[C:2]([B:21]3[O:25][C:24]([CH3:27])([CH3:26])[C:23]([CH3:29])([CH3:28])[O:22]3)[CH:7]=2)=[C:9]([F:19])[CH:10]=1)(=[O:16])=[O:15])[CH3:18]. (3) Given the reactants [C:1]1([S:7]([NH:10][C:11]2[S:12][C:13](Br)=[C:14]([CH3:21])[C:15]=2[C:16]([O:18][CH2:19][CH3:20])=[O:17])(=[O:9])=[O:8])[CH:6]=[CH:5][CH:4]=[CH:3][CH:2]=1.[O:23]1[CH:27]=[CH:26][C:25](B(O)O)=[CH:24]1.C(=O)([O-])[O-].[K+].[K+], predict the reaction product. The product is: [C:1]1([S:7]([NH:10][C:11]2[S:12][C:13]([C:25]3[CH:26]=[CH:27][O:23][CH:24]=3)=[C:14]([CH3:21])[C:15]=2[C:16]([O:18][CH2:19][CH3:20])=[O:17])(=[O:9])=[O:8])[CH:6]=[CH:5][CH:4]=[CH:3][CH:2]=1.